From a dataset of Full USPTO retrosynthesis dataset with 1.9M reactions from patents (1976-2016). Predict the reactants needed to synthesize the given product. (1) Given the product [OH:2][CH2:1][C:3]1[C:11]2[C:6](=[CH:7][CH:8]=[CH:9][CH:10]=2)[N:5]([C:12]([O:14][C:15]([CH3:18])([CH3:17])[CH3:16])=[O:13])[CH:4]=1, predict the reactants needed to synthesize it. The reactants are: [CH:1]([C:3]1[C:11]2[C:6](=[CH:7][CH:8]=[CH:9][CH:10]=2)[N:5]([C:12]([O:14][C:15]([CH3:18])([CH3:17])[CH3:16])=[O:13])[CH:4]=1)=[O:2].[BH4-].[Na+]. (2) Given the product [Br:1][CH:2]([C:4]1[N:5]=[C:6]2[CH:14]=[CH:13][CH:12]=[C:11]([CH3:15])[N:7]2[C:8](=[O:10])[C:9]=1[I:16])[CH3:3], predict the reactants needed to synthesize it. The reactants are: [Br:1][CH:2]([C:4]1[N:5]=[C:6]2[CH:14]=[CH:13][CH:12]=[C:11]([CH3:15])[N:7]2[C:8](=[O:10])[CH:9]=1)[CH3:3].[I:16]N1C(=O)CCC1=O. (3) The reactants are: N[C@@H]1CCCCN(CC2CC2)C1=O.[CH:14]1([CH2:17][N:18]2[CH2:24][CH2:23][CH2:22][CH2:21][C@H:20]([NH:25][C:26](=[O:32])OC(C)(C)C)[C:19]2=[O:33])[CH2:16][CH2:15]1.C(O)(C(F)(F)F)=O.ClC(OC1C=CC([N+]([O-])=O)=CC=1)=O.C(N(C(C)C)CC)(C)C.[Cl:63][C:64]1[CH:73]=[C:72]2[C:67]([C:68]([N:75]3[CH2:80][CH2:79][NH:78][CH2:77][CH2:76]3)=[CH:69][C:70]([NH2:74])=[N:71]2)=[CH:66][CH:65]=1. Given the product [NH2:74][C:70]1[CH:69]=[C:68]([N:75]2[CH2:76][CH2:77][N:78]([C:26]([NH:25][C@H:20]3[CH2:21][CH2:22][CH2:23][CH2:24][N:18]([CH2:17][CH:14]4[CH2:15][CH2:16]4)[C:19]3=[O:33])=[O:32])[CH2:79][CH2:80]2)[C:67]2[C:72](=[CH:73][C:64]([Cl:63])=[CH:65][CH:66]=2)[N:71]=1, predict the reactants needed to synthesize it. (4) The reactants are: [CH2:1]([O:3][C:4]([C:6]1[CH:7]=[N:8][C:9]2[C:14]([C:15]=1Cl)=[CH:13][C:12]([Cl:17])=[CH:11][C:10]=2[O:18][CH3:19])=[O:5])[CH3:2].[CH:20]1([NH2:25])[CH2:24][CH2:23][CH2:22][CH2:21]1. Given the product [CH2:1]([O:3][C:4]([C:6]1[CH:7]=[N:8][C:9]2[C:14]([C:15]=1[NH:25][CH:20]1[CH2:24][CH2:23][CH2:22][CH2:21]1)=[CH:13][C:12]([Cl:17])=[CH:11][C:10]=2[O:18][CH3:19])=[O:5])[CH3:2], predict the reactants needed to synthesize it. (5) Given the product [ClH:1].[Cl:1][C:2]1[CH:29]=[CH:28][C:5]([CH2:6][CH2:7][N:8]2[CH2:13][CH2:12][N:11]([C:14]3[CH:19]=[CH:18][C:17]4[C:20]5[CH2:21][NH:22][CH2:23][CH2:24][C:25]=5[O:26][C:16]=4[CH:15]=3)[C:10](=[O:27])[CH2:9]2)=[CH:4][CH:3]=1, predict the reactants needed to synthesize it. The reactants are: [Cl:1][C:2]1[CH:29]=[CH:28][C:5]([CH2:6][CH2:7][N:8]2[CH2:13][CH2:12][N:11]([C:14]3[CH:19]=[CH:18][C:17]4[C:20]5[CH2:21][NH:22][CH2:23][CH2:24][C:25]=5[O:26][C:16]=4[CH:15]=3)[C:10](=[O:27])[CH2:9]2)=[CH:4][CH:3]=1.Cl.CCOCC. (6) Given the product [F:1][C:2]1[CH:3]=[C:4]([CH:10]=[O:11])[C:5](=[O:8])[NH:6][CH:7]=1, predict the reactants needed to synthesize it. The reactants are: [F:1][C:2]1[CH:3]=[C:4]([CH:10]=[O:11])[C:5]([O:8]C)=[N:6][CH:7]=1.Cl.N1C=CC=CC=1.O.